Dataset: Catalyst prediction with 721,799 reactions and 888 catalyst types from USPTO. Task: Predict which catalyst facilitates the given reaction. (1) Reactant: [CH2:1]([O:8][C:9]1[CH:10]=[CH:11][C:12]([O:28][CH:29]([CH3:31])[CH3:30])=[C:13]([C:15]2[NH:27][C:18]3=[N:19][C:20]([C:23]([O:25]C)=[O:24])=[CH:21][CH:22]=[C:17]3[N:16]=2)[CH:14]=1)[C:2]1[CH:7]=[CH:6][CH:5]=[CH:4][CH:3]=1.[OH-].[Na+].Cl. Product: [CH2:1]([O:8][C:9]1[CH:10]=[CH:11][C:12]([O:28][CH:29]([CH3:31])[CH3:30])=[C:13]([C:15]2[NH:27][C:18]3=[N:19][C:20]([C:23]([OH:25])=[O:24])=[CH:21][CH:22]=[C:17]3[N:16]=2)[CH:14]=1)[C:2]1[CH:7]=[CH:6][CH:5]=[CH:4][CH:3]=1. The catalyst class is: 5. (2) Reactant: [Cl:1][C:2]1[CH:7]=[C:6]([NH:8][S:9]([C:12]2[CH:17]=[CH:16][C:15]([CH3:18])=[CH:14][CH:13]=2)(=[O:11])=[O:10])[CH:5]=[CH:4][C:3]=1[NH:19][C:20](=[O:28])[C@:21]([OH:27])([CH3:26])[C:22]([F:25])([F:24])[F:23].[C:29](=O)([O-])[O-].[K+].[K+].IC. Product: [Cl:1][C:2]1[CH:7]=[C:6]([N:8]([S:9]([C:12]2[CH:17]=[CH:16][C:15]([CH3:18])=[CH:14][CH:13]=2)(=[O:11])=[O:10])[CH3:29])[CH:5]=[CH:4][C:3]=1[NH:19][C:20](=[O:28])[C@:21]([OH:27])([CH3:26])[C:22]([F:25])([F:23])[F:24]. The catalyst class is: 21. (3) Reactant: C(OC(=O)[NH:7][CH:8]1[CH2:13][CH2:12][N:11]([C:14]2[C:15]3[CH:22]=[CH:21][NH:20][C:16]=3[N:17]=[CH:18][N:19]=2)[CH2:10][CH2:9]1)(C)(C)C.Cl. Product: [N:17]1[C:16]2[NH:20][CH:21]=[CH:22][C:15]=2[C:14]([N:11]2[CH2:10][CH2:9][CH:8]([NH2:7])[CH2:13][CH2:12]2)=[N:19][CH:18]=1. The catalyst class is: 27. (4) Reactant: [Si:1]([O:8][C@H:9]([CH2:19][CH:20]([C:22]1[CH:27]=[C:26]([F:28])[CH:25]=[CH:24][C:23]=1[O:29][CH3:30])O)[CH2:10][NH:11][C:12](=[O:18])[O:13][C:14]([CH3:17])([CH3:16])[CH3:15])([C:4]([CH3:7])([CH3:6])[CH3:5])([CH3:3])[CH3:2].CS(Cl)(=O)=O.C([O-])(O)=O.[Na+]. The catalyst class is: 2. Product: [Si:1]([O:8][CH:9]1[CH2:10][N:11]([C:12]([O:13][C:14]([CH3:17])([CH3:16])[CH3:15])=[O:18])[C@@H:20]([C:22]2[CH:27]=[C:26]([F:28])[CH:25]=[CH:24][C:23]=2[O:29][CH3:30])[CH2:19]1)([C:4]([CH3:7])([CH3:6])[CH3:5])([CH3:3])[CH3:2]. (5) Reactant: [CH:1]1([C:4]2[N:5]([CH3:29])[C:6]([C:9]3[CH:10]=[C:11]([CH:19]=[C:20]([C:22]4[CH:27]=[CH:26][C:25]([CH3:28])=[CH:24][N:23]=4)[CH:21]=3)[C:12]([O:14]C(C)(C)C)=[O:13])=[N:7][N:8]=2)[CH2:3][CH2:2]1.FC(F)(F)C(O)=O.Cl. The catalyst class is: 5. Product: [CH:1]1([C:4]2[N:5]([CH3:29])[C:6]([C:9]3[CH:10]=[C:11]([CH:19]=[C:20]([C:22]4[CH:27]=[CH:26][C:25]([CH3:28])=[CH:24][N:23]=4)[CH:21]=3)[C:12]([OH:14])=[O:13])=[N:7][N:8]=2)[CH2:2][CH2:3]1.